Predict the reaction yield, written as a fraction of the theoretical maximum amount of product (1.0 means a 100% yield; for example, 0.34 means a 34% yield). From a dataset of Reaction yield outcomes from USPTO patents with 853,638 reactions. (1) The reactants are [C:1]([O:5][C:6](=[O:30])[NH:7][C@H:8]([CH2:26][CH:27]([CH3:29])[CH3:28])[C:9]([NH:11][C:12]1[CH:17]=[C:16]([O:18][CH3:19])[C:15]([C:20]2[O:24][CH:23]=[N:22][CH:21]=2)=[CH:14][C:13]=1Br)=[O:10])([CH3:4])([CH3:3])[CH3:2].[B:31]1([B:31]2[O:35][C:34]([CH3:37])([CH3:36])[C:33]([CH3:39])([CH3:38])[O:32]2)[O:35][C:34]([CH3:37])([CH3:36])[C:33]([CH3:39])([CH3:38])[O:32]1.C(N(CC)CC)C. The catalyst is O1CCOCC1.C1C=CC(P(C2C=CC=CC=2)[C-]2C=CC=C2)=CC=1.C1C=CC(P(C2C=CC=CC=2)[C-]2C=CC=C2)=CC=1.Cl[Pd]Cl.[Fe+2]. The product is [C:1]([O:5][C:6](=[O:30])[NH:7][C@H:8]([CH2:26][CH:27]([CH3:29])[CH3:28])[C:9]([NH:11][C:12]1[CH:17]=[C:16]([O:18][CH3:19])[C:15]([C:20]2[O:24][CH:23]=[N:22][CH:21]=2)=[CH:14][C:13]=1[B:31]1[O:35][C:34]([CH3:37])([CH3:36])[C:33]([CH3:39])([CH3:38])[O:32]1)=[O:10])([CH3:4])([CH3:3])[CH3:2]. The yield is 1.00. (2) The reactants are [C:1]1([S:7][C:8]2[CH:13]=[CH:12][C:11]([O:14][CH:15]3[CH2:19][CH2:18][CH2:17][CH2:16]3)=[CH:10][CH:9]=2)[CH:6]=[CH:5][CH:4]=[CH:3][CH:2]=1.[OH:20]O.C1(C)C=CC=CC=1. The catalyst is C(O)(=O)C.O.O.O.O.O.S([O-])([O-])(=O)=S.[Na+].[Na+].O.C(OCC)(=O)C. The product is [C:1]1([S:7]([C:8]2[CH:9]=[CH:10][C:11]([O:14][CH:15]3[CH2:19][CH2:18][CH2:17][CH2:16]3)=[CH:12][CH:13]=2)=[O:20])[CH:6]=[CH:5][CH:4]=[CH:3][CH:2]=1. The yield is 0.960. (3) The reactants are [Cl:1][C:2]1[CH:29]=[CH:28][C:5]([O:6][C:7]2[CH:27]=[CH:26][C:10]([CH2:11][CH2:12][O:13][C:14]3[NH:15][CH:16]=[C:17]([CH2:21][C:22]([F:25])([F:24])[F:23])[C:18](=[O:20])[N:19]=3)=[CH:9][CH:8]=2)=[CH:4][C:3]=1[C:30]([F:33])([F:32])[F:31].[CH3:34]CN(C(C)C)C(C)C.CI. The catalyst is C(Cl)Cl. The product is [Cl:1][C:2]1[CH:29]=[CH:28][C:5]([O:6][C:7]2[CH:27]=[CH:26][C:10]([CH2:11][CH2:12][O:13][C:14]3[N:15]([CH3:34])[CH:16]=[C:17]([CH2:21][C:22]([F:25])([F:24])[F:23])[C:18](=[O:20])[N:19]=3)=[CH:9][CH:8]=2)=[CH:4][C:3]=1[C:30]([F:31])([F:33])[F:32]. The yield is 0.413. (4) The catalyst is O. The product is [CH2:1]([O:8][CH2:9][C:10]1[C:14]2[C:13](=[N:15][CH:21]=[C:20]([N+:17]([O-:19])=[O:18])[CH:23]=2)[NH:12][N:11]=1)[C:2]1[CH:3]=[CH:4][CH:5]=[CH:6][CH:7]=1. The reactants are [CH2:1]([O:8][CH2:9][C:10]1[CH:14]=[C:13]([NH2:15])[NH:12][N:11]=1)[C:2]1[CH:7]=[CH:6][CH:5]=[CH:4][CH:3]=1.O.[N+:17]([CH:20]([CH:23]=O)[CH:21]=O)([O-:19])=[O:18].[Na].C(O)(=O)C. The yield is 0.560. (5) The reactants are [CH3:1][O:2][C:3]([C:5]1([CH2:17][N:18]([CH3:20])[CH3:19])[CH2:9][CH2:8][N:7](CC2C=CC=CC=2)[CH2:6]1)=[O:4].[H][H]. The catalyst is [Pd].CO. The product is [CH3:1][O:2][C:3]([C:5]1([CH2:17][N:18]([CH3:19])[CH3:20])[CH2:9][CH2:8][NH:7][CH2:6]1)=[O:4]. The yield is 0.960. (6) The yield is 0.160. The reactants are [CH:1](=O)[CH3:2].[C:4](O)(=O)[CH3:5].[N+:8]([C:11]1[CH:12]=[C:13]2[C:19]([NH2:20])=[N:18][NH:17][C:14]2=[N:15][CH:16]=1)([O-:10])=[O:9].[BH-](OC(C)=O)(OC(C)=O)OC(C)=O.[Na+]. The product is [CH2:4]([N:20]([CH2:1][CH3:2])[C:19]1[C:13]2[C:14](=[N:15][CH:16]=[C:11]([N+:8]([O-:10])=[O:9])[CH:12]=2)[NH:17][N:18]=1)[CH3:5]. The catalyst is C1COCC1.ClC(Cl)C.C(OCC)(=O)C. (7) The reactants are [CH3:1][C:2]1[O:6][N:5]=[C:4]([C:7]2[CH:12]=[CH:11][CH:10]=[CH:9][CH:8]=2)[C:3]=1[CH2:13][O:14][C:15]1[CH:23]=[CH:22][C:18]([C:19]([OH:21])=O)=[CH:17][N:16]=1.[CH2:24]([N:26]1[CH2:31][CH2:30][CH:29]([NH2:32])[CH2:28][CH2:27]1)[CH3:25]. No catalyst specified. The product is [CH2:24]([N:26]1[CH2:31][CH2:30][CH:29]([NH:32][C:19](=[O:21])[C:18]2[CH:22]=[CH:23][C:15]([O:14][CH2:13][C:3]3[C:4]([C:7]4[CH:8]=[CH:9][CH:10]=[CH:11][CH:12]=4)=[N:5][O:6][C:2]=3[CH3:1])=[N:16][CH:17]=2)[CH2:28][CH2:27]1)[CH3:25]. The yield is 0.730. (8) The reactants are [CH3:1][N:2]([C:11]1[CH:16]=[CH:15][CH:14]=[C:13](Br)[CH:12]=1)[C:3]([N:5]1[CH2:10][CH2:9][O:8][CH2:7][CH2:6]1)=[O:4].[B:18]1([B:18]2[O:22][C:21]([CH3:24])([CH3:23])[C:20]([CH3:26])([CH3:25])[O:19]2)[O:22][C:21]([CH3:24])([CH3:23])[C:20]([CH3:26])([CH3:25])[O:19]1.C([O-])(=O)C.[K+]. The catalyst is O1CCOCC1.C1C=CC(P(C2C=CC=CC=2)C2C=CC=CC=2)=CC=1.C1C=CC(P(C2C=CC=CC=2)C2C=CC=CC=2)=CC=1.Cl[Pd]Cl. The product is [CH3:1][N:2]([C:11]1[CH:16]=[CH:15][CH:14]=[C:13]([B:18]2[O:22][C:21]([CH3:24])([CH3:23])[C:20]([CH3:26])([CH3:25])[O:19]2)[CH:12]=1)[C:3]([N:5]1[CH2:10][CH2:9][O:8][CH2:7][CH2:6]1)=[O:4]. The yield is 0.650. (9) The reactants are [C:1]([C:3]1[N:8]=[C:7]([S:9][CH3:10])[N:6]=[CH:5][CH:4]=1)#[N:2].[C:11](OC)(=[O:19])[C:12]1[C:13](=[CH:15][CH:16]=[CH:17][CH:18]=1)[SH:14].C(N(CC)CC)C. The catalyst is C1(C)C=CC=CC=1. The product is [CH3:10][S:9][C:7]1[N:6]=[CH:5][CH:4]=[C:3]([C:1]2[S:14][C:13]3[CH:15]=[CH:16][CH:17]=[CH:18][C:12]=3[C:11](=[O:19])[N:2]=2)[N:8]=1. The yield is 0.540. (10) The reactants are [NH:1]1[C:5](=[O:6])[CH2:4][N:3]2[C:7](=[O:10])[CH2:8][CH2:9][CH:2]12.CCN(P1(N(C)CCCN1C)=NC(C)(C)C)CC.[CH2:29](Br)[C:30]1[CH:35]=[CH:34][CH:33]=[CH:32][CH:31]=1. The catalyst is CC#N. The product is [CH2:29]([N:1]1[C:5](=[O:6])[CH2:4][N:3]2[C:7](=[O:10])[CH2:8][CH2:9][CH:2]12)[C:30]1[CH:35]=[CH:34][CH:33]=[CH:32][CH:31]=1. The yield is 0.870.